The task is: Predict the reaction yield, written as a fraction of the theoretical maximum amount of product (1.0 means a 100% yield; for example, 0.34 means a 34% yield).. This data is from Reaction yield outcomes from USPTO patents with 853,638 reactions. (1) The reactants are C(OC([N:11]1[CH2:16][CH2:15][N:14]([C:17]2[CH:40]=[CH:39][C:20]3[C:21]4[N:25]([CH2:26][CH2:27][O:28][C:19]=3[CH:18]=2)[CH:24]=[C:23]([C:29]2[N:30]([CH2:34][C:35]([F:38])([F:37])[F:36])[N:31]=[CH:32][N:33]=2)[N:22]=4)[C@H:13]([C:41](=[O:43])[NH2:42])[CH2:12]1)=O)C1C=CC=CC=1. The catalyst is [Pd]. The product is [F:37][C:35]([F:36])([F:38])[CH2:34][N:30]1[C:29]([C:23]2[N:22]=[C:21]3[C:20]4[CH:39]=[CH:40][C:17]([N:14]5[CH2:15][CH2:16][NH:11][CH2:12][C@H:13]5[C:41]([NH2:42])=[O:43])=[CH:18][C:19]=4[O:28][CH2:27][CH2:26][N:25]3[CH:24]=2)=[N:33][CH:32]=[N:31]1. The yield is 0.200. (2) The reactants are [Cl:1][C:2]1[S:3][C:4](Cl)=[C:5]2[C:9](=[O:10])[CH2:8][CH2:7][C:6]=12.[F:12][C:13]1[CH:18]=[CH:17][CH:16]=[CH:15][C:14]=1B(O)O.C([O-])(O)=O.[Na+]. The catalyst is COCCOC.C1C=CC(P(C2C=CC=CC=2)C2C=CC=CC=2)=CC=1.C1C=CC(P(C2C=CC=CC=2)C2C=CC=CC=2)=CC=1.Cl[Pd]Cl. The product is [Cl:1][C:2]1[S:3][C:4]([C:14]2[CH:15]=[CH:16][CH:17]=[CH:18][C:13]=2[F:12])=[C:5]2[C:9](=[O:10])[CH2:8][CH2:7][C:6]=12. The yield is 0.370. (3) The reactants are O=[C:2]([CH2:10][CH2:11][C:12](=O)[C:13]1[CH:18]=[CH:17][C:16]([N:19]2[CH2:23][CH2:22][O:21][C:20]2=[O:24])=[CH:15][CH:14]=1)[CH2:3][CH2:4][C:5]([O:7][CH2:8][CH3:9])=[O:6].[NH2:26][C:27]1[CH:35]=[CH:34][C:30]([C:31]([NH2:33])=[O:32])=[CH:29][C:28]=1[CH3:36]. The catalyst is CCO.C(S([O-])(=O)=O)(F)(F)F.C(S([O-])(=O)=O)(F)(F)F.[Zn+2]. The product is [C:31]([C:30]1[CH:34]=[CH:35][C:27]([N:26]2[C:12]([C:13]3[CH:18]=[CH:17][C:16]([N:19]4[CH2:23][CH2:22][O:21][C:20]4=[O:24])=[CH:15][CH:14]=3)=[CH:11][CH:10]=[C:2]2[CH2:3][CH2:4][C:5]([O:7][CH2:8][CH3:9])=[O:6])=[C:28]([CH3:36])[CH:29]=1)(=[O:32])[NH2:33]. The yield is 0.390. (4) The reactants are [CH2:1]([NH:4][C:5]1[N:6]=[C:7](Cl)[C:8]2[CH:13]=[CH:12][N:11]([CH:14]([CH3:16])[CH3:15])[C:9]=2[N:10]=1)[CH2:2][CH3:3].[CH3:18][CH:19]([NH2:21])[CH3:20].C(=O)([O-])[O-].[K+].[K+].O. The catalyst is C(O)CCC. The product is [CH2:1]([NH:4][C:5]1[N:6]=[C:7]([NH:21][CH:19]([CH3:20])[CH3:18])[C:8]2[CH:13]=[CH:12][N:11]([CH:14]([CH3:16])[CH3:15])[C:9]=2[N:10]=1)[CH2:2][CH3:3]. The yield is 0.360. (5) The catalyst is O1CCCC1.C(OCC)(=O)C. The yield is 0.460. The reactants are [CH2:1]([C:5]1[N:6]([CH2:15][C:16]2[CH:21]=[CH:20][C:19]([C:22]3[C:23]([C:28]#[N:29])=[CH:24][CH:25]=[CH:26][CH:27]=3)=[CH:18][CH:17]=2)[C:7](=[O:14])[C:8]([CH:12]=[O:13])=[C:9]([CH3:11])[N:10]=1)[CH2:2][CH2:3][CH3:4].[C:30]1([Mg]Br)[CH:35]=[CH:34][CH:33]=[CH:32][CH:31]=1.[Cl-].[NH4+]. The product is [CH2:1]([C:5]1[N:6]([CH2:15][C:16]2[CH:17]=[CH:18][C:19]([C:22]3[C:23]([C:28]#[N:29])=[CH:24][CH:25]=[CH:26][CH:27]=3)=[CH:20][CH:21]=2)[C:7](=[O:14])[C:8]([CH:12]([OH:13])[C:30]2[CH:35]=[CH:34][CH:33]=[CH:32][CH:31]=2)=[C:9]([CH3:11])[N:10]=1)[CH2:2][CH2:3][CH3:4]. (6) The reactants are C([O:3][C:4](=[O:21])[C:5]1[CH:10]=[C:9]([C:11]2[N:12]([CH3:20])[C:13]3[C:18]([CH:19]=2)=[CH:17][CH:16]=[CH:15][CH:14]=3)[CH:8]=[N:7][CH:6]=1)C.[Li+].[OH-]. The catalyst is CO. The product is [NH4+:7].[OH-:3].[CH3:20][N:12]1[C:13]2[C:18](=[CH:17][CH:16]=[CH:15][CH:14]=2)[CH:19]=[C:11]1[C:9]1[CH:8]=[N:7][CH:6]=[C:5]([CH:10]=1)[C:4]([OH:21])=[O:3]. The yield is 0.00100.